This data is from Experimentally validated miRNA-target interactions with 360,000+ pairs, plus equal number of negative samples. The task is: Binary Classification. Given a miRNA mature sequence and a target amino acid sequence, predict their likelihood of interaction. (1) The miRNA is hsa-miR-4683 with sequence UGGAGAUCCAGUGCUCGCCCGAU. The protein sequence of the target gene is MFDTTPHSGRSSPSSSPSLRKRLQLLPPIRPPPASEPEPGTMVEKGSDSSSEKSGVSGTLSTQSLGSRNFIRNSKKMQSWYSMLCPTYKQRNEDFRKLFSKLPEAERLIVDYSCALQREILLQGRLYLSENWICFYSNIFRWETTISIQLKEVTCLKKEKTAKLIPNAIQICTESEKHFFTSFGARDRCFLLIFRLWQNALLEKTLSPRELWHLVHQCYGSELGLTSEDEDYVCPLQLNGLGSPKEVGDVIALSDISPSGAADHSQEPSPVGSRRGRVTPNLSRASSDADHGAEEDKEEQ.... Result: 0 (no interaction). (2) The miRNA is hsa-miR-153-5p with sequence UCAUUUUUGUGAUGUUGCAGCU. The protein sequence of the target gene is MASNMDREMILADFQACTGIENIDEAITLLEQNNWDLVAAINGVIPQENGILQSEYGGETIPGPAFNPASHPASAPTSSSSSAFRPVMPSRQIVERQPRMLDFRVEYRDRNVDVVLEDTCTVGEIKQILENELQIPVSKMLLKGWKTGDVEDSTVLKSLHLPKNNSLYVLTPDLPPPSSSSHAGALQESLNQNFMLIITHREVQREYNLNFSGSSTIQEVKRNVYDLTSIPVRHQLWEGWPTSATDDSMCLAESGLSYPCHRLTVGRRSSPAQTREQSEEQITDVHMVSDSDGDDFEDAT.... Result: 0 (no interaction).